This data is from HIV replication inhibition screening data with 41,000+ compounds from the AIDS Antiviral Screen. The task is: Binary Classification. Given a drug SMILES string, predict its activity (active/inactive) in a high-throughput screening assay against a specified biological target. (1) The result is 0 (inactive). The drug is CC(CCn1[nH]c(=O)ccc1=O)=NNc1ccc([N+](=O)[O-])cc1[N+](=O)[O-]. (2) The drug is C#CC(O)C=CC(O)CCCC(O)CC#CC(O)C#CCCCCC(O)C=CCCCC(O)C=CCCCCCCCCCCCCCC(O)C(O)C#CC(=O)O. The result is 0 (inactive). (3) The compound is CCC1(O)CCCC2C3CCC4CC(=O)CCC4(C)C3C(=O)CC21C. The result is 0 (inactive). (4) The compound is c1ccc(CN(Cn2cccn2)Cn2cccn2)nc1. The result is 0 (inactive). (5) The compound is COc1cc2c(cc1OCc1ccccc1)NC(=O)C1CCCN1C2=O. The result is 0 (inactive). (6) The result is 0 (inactive). The molecule is COC(=O)C(=O)C1CCCC(C2=Nc3n[nH]c(=N)n3C2=O)C1=O.